The task is: Predict the reaction yield, written as a fraction of the theoretical maximum amount of product (1.0 means a 100% yield; for example, 0.34 means a 34% yield).. This data is from Reaction yield outcomes from USPTO patents with 853,638 reactions. (1) The catalyst is C(Cl)(Cl)Cl. The yield is 0.794. The reactants are C(N(C(C)C)CC)(C)C.[CH2:10](Br)[C:11]1[CH:16]=[CH:15][CH:14]=[CH:13][CH:12]=1.[NH:18]([CH2:22][CH2:23][OH:24])[CH2:19][CH2:20][OH:21]. The product is [CH2:10]([N:18]([CH2:22][CH2:23][OH:24])[CH2:19][CH2:20][OH:21])[C:11]1[CH:16]=[CH:15][CH:14]=[CH:13][CH:12]=1. (2) The product is [Br:8][C:9]1[CH:16]=[CH:15][C:12](/[CH:13]=[N:7]\[S@@:5]([C:2]([CH3:4])([CH3:3])[CH3:1])=[O:6])=[CH:11][CH:10]=1. The catalyst is C1(C)C=CC=CC=1. The yield is 0.880. The reactants are [CH3:1][C:2]([S@:5]([NH2:7])=[O:6])([CH3:4])[CH3:3].[Br:8][C:9]1[CH:16]=[CH:15][C:12]([CH:13]=O)=[CH:11][CH:10]=1.[OH-].[Na+].S([O-])([O-])(=O)=O.[Na+].[Na+].